From a dataset of Peptide-MHC class I binding affinity with 185,985 pairs from IEDB/IMGT. Regression. Given a peptide amino acid sequence and an MHC pseudo amino acid sequence, predict their binding affinity value. This is MHC class I binding data. The peptide sequence is SLREWLLRI. The MHC is HLA-B35:01 with pseudo-sequence HLA-B35:01. The binding affinity (normalized) is 0.